This data is from Retrosynthesis with 50K atom-mapped reactions and 10 reaction types from USPTO. The task is: Predict the reactants needed to synthesize the given product. Given the product COCCOc1cc2cc(C(=O)Nc3cc(C(=O)O)ccc3Cl)c(=O)[nH]c2cc1OC, predict the reactants needed to synthesize it. The reactants are: COCCOc1cc2cc(C(=O)Nc3cc(C(=O)OC)ccc3Cl)c(=O)[nH]c2cc1OC.